From a dataset of NCI-60 drug combinations with 297,098 pairs across 59 cell lines. Regression. Given two drug SMILES strings and cell line genomic features, predict the synergy score measuring deviation from expected non-interaction effect. (1) Drug 1: CC1=C2C(C(=O)C3(C(CC4C(C3C(C(C2(C)C)(CC1OC(=O)C(C(C5=CC=CC=C5)NC(=O)C6=CC=CC=C6)O)O)OC(=O)C7=CC=CC=C7)(CO4)OC(=O)C)O)C)OC(=O)C. Drug 2: CC1=C(C(=CC=C1)Cl)NC(=O)C2=CN=C(S2)NC3=CC(=NC(=N3)C)N4CCN(CC4)CCO. Cell line: MDA-MB-231. Synergy scores: CSS=13.5, Synergy_ZIP=-4.75, Synergy_Bliss=-4.97, Synergy_Loewe=-2.80, Synergy_HSA=-2.37. (2) Drug 1: C1=CC(=CC=C1CCCC(=O)O)N(CCCl)CCCl. Drug 2: CC1=C(N=C(N=C1N)C(CC(=O)N)NCC(C(=O)N)N)C(=O)NC(C(C2=CN=CN2)OC3C(C(C(C(O3)CO)O)O)OC4C(C(C(C(O4)CO)O)OC(=O)N)O)C(=O)NC(C)C(C(C)C(=O)NC(C(C)O)C(=O)NCCC5=NC(=CS5)C6=NC(=CS6)C(=O)NCCC[S+](C)C)O. Cell line: SNB-75. Synergy scores: CSS=17.3, Synergy_ZIP=-2.43, Synergy_Bliss=4.79, Synergy_Loewe=0.673, Synergy_HSA=1.47. (3) Drug 1: C1CC(=O)NC(=O)C1N2CC3=C(C2=O)C=CC=C3N. Drug 2: CN(C(=O)NC(C=O)C(C(C(CO)O)O)O)N=O. Cell line: BT-549. Synergy scores: CSS=3.68, Synergy_ZIP=-1.50, Synergy_Bliss=-1.45, Synergy_Loewe=-1.03, Synergy_HSA=-0.162. (4) Drug 1: CC1=C(C(=CC=C1)Cl)NC(=O)C2=CN=C(S2)NC3=CC(=NC(=N3)C)N4CCN(CC4)CCO. Drug 2: CN1C2=C(C=C(C=C2)N(CCCl)CCCl)N=C1CCCC(=O)O.Cl. Cell line: T-47D. Synergy scores: CSS=4.45, Synergy_ZIP=1.49, Synergy_Bliss=2.09, Synergy_Loewe=-0.967, Synergy_HSA=-0.964. (5) Drug 1: CC(C)CN1C=NC2=C1C3=CC=CC=C3N=C2N. Drug 2: C(CN)CNCCSP(=O)(O)O. Cell line: K-562. Synergy scores: CSS=9.48, Synergy_ZIP=5.68, Synergy_Bliss=10.0, Synergy_Loewe=-1.55, Synergy_HSA=-4.79.